From a dataset of Experimentally validated miRNA-target interactions with 360,000+ pairs, plus equal number of negative samples. Binary Classification. Given a miRNA mature sequence and a target amino acid sequence, predict their likelihood of interaction. The miRNA is hsa-miR-4711-3p with sequence CGUGUCUUCUGGCUUGAU. The protein sequence of the target gene is MAPFGRNLLKTRHKNRSPTKDMDPEEKEIVVWVCQDEKIVCGLTKRTTSIDVIQALLEEHEATFGEKRFLLGKASDYCIVEKWRGSERALPPLTRILKLWKAWGDEQPNMQFVLVKTDAFLPVPLWRTAETKLVQNNEKPWELSPANYMKTLPPDKQKRIVRKTFRKLAKIRQDTSSHDRDNMECLVHLIISQDHTIHQQVQRMKELDMEIEKCEAKIHLDRVGNDGANYVHEAYLMPRLSDEEQKLDIQAEINQTLEDLNDSEGMAQLEEQLQYYRALIDKLSAEIEREVKGAGIDGIE.... Result: 0 (no interaction).